From a dataset of Full USPTO retrosynthesis dataset with 1.9M reactions from patents (1976-2016). Predict the reactants needed to synthesize the given product. (1) Given the product [F:48][CH2:47][CH2:46][O:45][CH2:44][CH2:43][O:42][CH2:2][CH2:1][O:8][C:9]1[CH:21]=[C:20]2[C:12]([C:13]3[CH:14]=[CH:15][C:16]([OH:22])=[CH:17][C:18]=3[NH:19]2)=[CH:11][CH:10]=1, predict the reactants needed to synthesize it. The reactants are: [CH2:1]([O:8][C:9]1[CH:21]=[C:20]2[C:12]([C:13]3[CH:14]=[CH:15][C:16]([OH:22])=[CH:17][C:18]=3[NH:19]2)=[CH:11][CH:10]=1)[C:2]1C=CC=CC=1.C(=O)([O-])[O-].[Cs+].[Cs+].CC1C=CC(S(OCC[O:42][CH2:43][CH2:44][O:45][CH2:46][CH2:47][F:48])(=O)=O)=CC=1. (2) The reactants are: CS([O:5][CH2:6][C:7]1[C:8]([C:12]2[S:13][C:14]([Cl:17])=[CH:15][CH:16]=2)=[N:9][S:10][CH:11]=1)(=O)=O.[F:18][C:19]1[CH:20]=[C:21]([CH2:27][CH2:28][C:29]([O:31]CC)=[O:30])[CH:22]=[C:23]([F:26])[C:24]=1O. Given the product [Cl:17][C:14]1[S:13][C:12]([C:8]2[C:7]([CH2:6][O:5][C:24]3[C:23]([F:26])=[CH:22][C:21]([CH2:27][CH2:28][C:29]([OH:31])=[O:30])=[CH:20][C:19]=3[F:18])=[CH:11][S:10][N:9]=2)=[CH:16][CH:15]=1, predict the reactants needed to synthesize it.